From a dataset of Catalyst prediction with 721,799 reactions and 888 catalyst types from USPTO. Predict which catalyst facilitates the given reaction. (1) Reactant: [Br:1][C:2]1[CH:3]=[C:4]([CH:19]=[CH:20][C:21]=1[F:22])[CH:5]=[C:6]1[C:14]2[C:9](=[C:10]([N+:15]([O-:17])=[O:16])[CH:11]=[CH:12][CH:13]=2)[C:8](=O)[O:7]1.O.[NH2:24][NH2:25]. Product: [Br:1][C:2]1[CH:3]=[C:4]([CH:19]=[CH:20][C:21]=1[F:22])[CH2:5][C:6]1[C:14]2[C:9](=[C:10]([N+:15]([O-:17])=[O:16])[CH:11]=[CH:12][CH:13]=2)[C:8](=[O:7])[NH:25][N:24]=1. The catalyst class is: 6. (2) Reactant: [OH:1][C:2]1[CH:3]=[C:4](/[CH:8]=[CH:9]/[C:10]([O:12][CH3:13])=[O:11])[CH:5]=[CH:6][CH:7]=1. Product: [OH:1][C:2]1[CH:3]=[C:4]([CH2:8][CH2:9][C:10]([O:12][CH3:13])=[O:11])[CH:5]=[CH:6][CH:7]=1. The catalyst class is: 19. (3) Reactant: FC(F)(F)C(O)=O.C([O:12][C:13]([C:15](=[CH2:28])[CH:16]([C:18]1[CH:27]=[CH:26][C:21]([C:22]([O:24][CH3:25])=[O:23])=[CH:20][CH:19]=1)[CH3:17])=[O:14])(C)(C)C. Product: [CH3:25][O:24][C:22]([C:21]1[CH:26]=[CH:27][C:18]([CH:16]([CH3:17])[C:15](=[CH2:28])[C:13]([OH:14])=[O:12])=[CH:19][CH:20]=1)=[O:23]. The catalyst class is: 4.